This data is from Reaction yield outcomes from USPTO patents with 853,638 reactions. The task is: Predict the reaction yield, written as a fraction of the theoretical maximum amount of product (1.0 means a 100% yield; for example, 0.34 means a 34% yield). (1) The yield is 0.573. The catalyst is CC#N.CN(C=O)C. The reactants are [Cl:1][C:2]1[C:3]([CH2:8][NH:9][C:10]([CH:12]2[CH2:17][N:16]([C:18]([O:20][CH2:21][C:22]3[CH:27]=[CH:26][CH:25]=[CH:24][CH:23]=3)=[O:19])[CH:15]([C:28]([F:31])([F:30])[F:29])[CH2:14][CH2:13]2)=O)=[N:4][CH:5]=[CH:6][N:7]=1.O=P(Cl)(Cl)Cl. The product is [Cl:1][C:2]1[C:3]2[N:4]([C:10]([CH:12]3[CH2:17][N:16]([C:18]([O:20][CH2:21][C:22]4[CH:27]=[CH:26][CH:25]=[CH:24][CH:23]=4)=[O:19])[CH:15]([C:28]([F:31])([F:30])[F:29])[CH2:14][CH2:13]3)=[N:9][CH:8]=2)[CH:5]=[CH:6][N:7]=1. (2) The catalyst is CC#N. The yield is 0.470. The reactants are C([SiH](CC)CC)C.Cl[C:9]1[CH:18]=[C:17]([C:19]([F:22])([F:21])[F:20])[C:16]2[C:11](=[CH:12][CH:13]=[CH:14][CH:15]=2)[N:10]=1. The product is [F:22][C:19]([F:20])([F:21])[C:17]1[C:16]2[C:11](=[CH:12][CH:13]=[CH:14][CH:15]=2)[N:10]=[CH:9][CH:18]=1.